Dataset: Reaction yield outcomes from USPTO patents with 853,638 reactions. Task: Predict the reaction yield, written as a fraction of the theoretical maximum amount of product (1.0 means a 100% yield; for example, 0.34 means a 34% yield). (1) The reactants are C([O:8][C:9](=[O:30])[C@@H:10]([CH2:14][C:15]([N:17]1[C:29]2[CH:28]=[CH:27][CH:26]=[CH:25][C:24]=2[C:23]2[C:18]1=[CH:19][CH:20]=[CH:21][CH:22]=2)=[O:16])[CH2:11][CH2:12][CH3:13])C1C=CC=CC=1. The catalyst is CCOC(C)=O.[Pd]. The product is [CH:28]1[C:29]2[N:17]([C:15](=[O:16])[CH2:14][C@@H:10]([CH2:11][CH2:12][CH3:13])[C:9]([OH:30])=[O:8])[C:18]3[C:23](=[CH:22][CH:21]=[CH:20][CH:19]=3)[C:24]=2[CH:25]=[CH:26][CH:27]=1. The yield is 0.840. (2) The reactants are [Cl:1][C:2]1[O:3][C:4]2[CH:10]=[CH:9][C:8]([C:11](=O)[CH2:12][CH3:13])=[CH:7][C:5]=2[CH:6]=1.[Cl:15][CH2:16][CH2:17][O:18][C:19]1[CH:24]=[CH:23][C:22]([C:25]([C:27]2[CH:32]=[CH:31][C:30]([OH:33])=[CH:29][CH:28]=2)=O)=[CH:21][CH:20]=1. No catalyst specified. The product is [Cl:1][C:2]1[O:3][C:4]2[CH:10]=[CH:9][C:8]([C:11]([CH2:12][CH3:13])=[C:25]([C:27]3[CH:32]=[CH:31][C:30]([OH:33])=[CH:29][CH:28]=3)[C:22]3[CH:23]=[CH:24][C:19]([O:18][CH2:17][CH2:16][Cl:15])=[CH:20][CH:21]=3)=[CH:7][C:5]=2[CH:6]=1. The yield is 0.720.